This data is from Reaction yield outcomes from USPTO patents with 853,638 reactions. The task is: Predict the reaction yield, written as a fraction of the theoretical maximum amount of product (1.0 means a 100% yield; for example, 0.34 means a 34% yield). (1) The reactants are [C:1]1([C@@H:7]2[N:13]([C:14]([CH:16]3[CH2:21][CH2:20][O:19][CH2:18][CH2:17]3)=[O:15])[CH2:12][C:11]3[CH:22]=[CH:23][C:24]([C:26](OC)=[O:27])=[CH:25][C:10]=3[O:9][CH2:8]2)[CH:6]=[CH:5][CH:4]=[CH:3][CH:2]=1.[NH2:30][OH:31].[OH-].[Na+]. The catalyst is C1COCC1.CO. The product is [OH:31][NH:30][C:26]([C:24]1[CH:23]=[CH:22][C:11]2[CH2:12][N:13]([C:14]([CH:16]3[CH2:17][CH2:18][O:19][CH2:20][CH2:21]3)=[O:15])[C@@H:7]([C:1]3[CH:2]=[CH:3][CH:4]=[CH:5][CH:6]=3)[CH2:8][O:9][C:10]=2[CH:25]=1)=[O:27]. The yield is 0.460. (2) The reactants are [N+:1]([C:4]1[CH:5]=[C:6]([N:14]2[CH2:19][CH2:18][NH:17][CH2:16][CH2:15]2)[CH:7]=[C:8]([C:10]([F:13])([F:12])[F:11])[CH:9]=1)([O-:3])=[O:2].CC1C=CC(S(O[CH2:31][CH2:32][F:33])(=O)=O)=CC=1.CCOC(C)=O. The catalyst is CN(C)C1C=CN=CC=1.C1COCC1. The product is [F:33][CH2:32][CH2:31][N:17]1[CH2:18][CH2:19][N:14]([C:6]2[CH:7]=[C:8]([C:10]([F:11])([F:12])[F:13])[CH:9]=[C:4]([N+:1]([O-:3])=[O:2])[CH:5]=2)[CH2:15][CH2:16]1. The yield is 0.510. (3) The yield is 0.990. No catalyst specified. The reactants are [Br:1][C:2]1[C:3]([O:11][C:12]2[CH:17]=[CH:16][C:15]([NH2:18])=[CH:14][C:13]=2[F:19])=[C:4]2[S:10][CH:9]=[CH:8][C:5]2=[N:6][CH:7]=1.N1C2=C(OC3C=CC(N[C:37]([NH:39][C:40](=[O:48])[CH2:41][C:42]4[CH:47]=[CH:46][CH:45]=[CH:44][CH:43]=4)=[S:38])=CC=3F)N=CC=C2C=C1. The product is [Br:1][C:2]1[C:3]([O:11][C:12]2[CH:17]=[CH:16][C:15]([NH:18][C:37]([NH:39][C:40](=[O:48])[CH2:41][C:42]3[CH:43]=[CH:44][CH:45]=[CH:46][CH:47]=3)=[S:38])=[CH:14][C:13]=2[F:19])=[C:4]2[S:10][CH:9]=[CH:8][C:5]2=[N:6][CH:7]=1. (4) The reactants are [Cl-].O[NH3+:3].[C:4](=[O:7])([O-])[OH:5].[Na+].CS(C)=O.[CH2:13]([C:17]1[N:18]([CH2:32][C:33]2[CH:38]=[CH:37][C:36]([C:39]3[C:40]([C:45]#[N:46])=[CH:41][CH:42]=[CH:43][CH:44]=3)=[CH:35][C:34]=2[F:47])[C:19](=[O:31])[C:20]([C:24]2[CH:29]=[CH:28][C:27]([F:30])=[CH:26][CH:25]=2)=[C:21]([CH3:23])[N:22]=1)[CH2:14][CH2:15][CH3:16]. The catalyst is O. The product is [CH2:13]([C:17]1[N:18]([CH2:32][C:33]2[CH:38]=[CH:37][C:36]([C:39]3[CH:44]=[CH:43][CH:42]=[CH:41][C:40]=3[C:45]3[NH:3][C:4](=[O:7])[O:5][N:46]=3)=[CH:35][C:34]=2[F:47])[C:19](=[O:31])[C:20]([C:24]2[CH:25]=[CH:26][C:27]([F:30])=[CH:28][CH:29]=2)=[C:21]([CH3:23])[N:22]=1)[CH2:14][CH2:15][CH3:16]. The yield is 0.730. (5) The reactants are [C:1]([O:5][C:6]([N:8]1[CH2:13][CH2:12][C:11]2[NH:14][C:15]([C:17]3[CH:22]=[CH:21][N:20]=[C:19]([Cl:23])[CH:18]=3)=[CH:16][C:10]=2[C:9]1=[O:24])=[O:7])([CH3:4])([CH3:3])[CH3:2].[C:25]([O-])([O-])=O.[Cs+].[Cs+].CI.O. The catalyst is CN(C=O)C. The product is [C:1]([O:5][C:6]([N:8]1[CH2:13][CH2:12][C:11]2[N:14]([CH3:25])[C:15]([C:17]3[CH:22]=[CH:21][N:20]=[C:19]([Cl:23])[CH:18]=3)=[CH:16][C:10]=2[C:9]1=[O:24])=[O:7])([CH3:4])([CH3:2])[CH3:3]. The yield is 0.900. (6) The reactants are Cl[CH2:2][CH2:3][C:4]1[CH:9]=[CH:8][CH:7]=[CH:6][CH:5]=1.[Mg].II.[CH3:13][C:14]([CH3:34])([CH3:33])[CH2:15][C:16]([NH:18][C:19]1[C:20]([CH3:32])=[C:21]([CH3:31])[C:22]2[O:26][C:25]([CH3:28])([CH3:27])[C:24](=[O:29])[C:23]=2[CH:30]=1)=[O:17]. The catalyst is C1COCC1. The product is [OH:29][C:24]1([CH2:2][CH2:3][C:4]2[CH:9]=[CH:8][CH:7]=[CH:6][CH:5]=2)[C:23]2[CH:30]=[C:19]([NH:18][C:16](=[O:17])[CH2:15][C:14]([CH3:34])([CH3:33])[CH3:13])[C:20]([CH3:32])=[C:21]([CH3:31])[C:22]=2[O:26][C:25]1([CH3:27])[CH3:28]. The yield is 0.510. (7) The reactants are [NH2:1][C:2]1[N:3]([CH3:30])[C:4](=[O:29])[C:5]([C:20]2[CH:21]=[C:22]([CH:27]=[O:28])[N:23]([CH2:25][CH3:26])[CH:24]=2)([C:7]2[CH:12]=[CH:11][CH:10]=[C:9]([C:13]3[C:14]([F:19])=[N:15][CH:16]=[CH:17][CH:18]=3)[CH:8]=2)[N:6]=1.[CH3:31][CH2:32][Mg+].[Br-].[Cl-].[NH4+]. The catalyst is C1COCC1.ClCCl. The product is [NH2:1][C:2]1[N:3]([CH3:30])[C:4](=[O:29])[C:5]([C:20]2[CH:21]=[C:22]([CH:27]([OH:28])[CH2:31][CH3:32])[N:23]([CH2:25][CH3:26])[CH:24]=2)([C:7]2[CH:12]=[CH:11][CH:10]=[C:9]([C:13]3[C:14]([F:19])=[N:15][CH:16]=[CH:17][CH:18]=3)[CH:8]=2)[N:6]=1. The yield is 0.460. (8) The catalyst is CN(C=O)C.C(Cl)Cl.CO. The yield is 0.530. The reactants are [OH:1][C:2]1[CH:10]=[CH:9][C:5]([C:6]([OH:8])=[O:7])=[CH:4][CH:3]=1.CCN(C(C)C)C(C)C.[Si:20](Cl)([C:23]([CH3:26])([CH3:25])[CH3:24])([CH3:22])[CH3:21].OP(O)(O)=O. The product is [Si:20]([O:1][C:2]1[CH:10]=[CH:9][C:5]([C:6]([OH:8])=[O:7])=[CH:4][CH:3]=1)([C:23]([CH3:26])([CH3:25])[CH3:24])([CH3:22])[CH3:21].